Dataset: Reaction yield outcomes from USPTO patents with 853,638 reactions. Task: Predict the reaction yield, written as a fraction of the theoretical maximum amount of product (1.0 means a 100% yield; for example, 0.34 means a 34% yield). The reactants are CON(C)[C:4](=[O:22])/[CH:5]=[C:6](/[C:8]1[CH:13]=[CH:12][C:11]([O:14][CH2:15][CH2:16][CH2:17][C:18]([F:21])([F:20])[F:19])=[CH:10][CH:9]=1)\[CH3:7].[C:24]1([CH3:32])[CH:29]=[CH:28][CH:27]=[CH:26][C:25]=1[Mg]Br.CCOCC.[NH4+].[Cl-]. The catalyst is C1COCC1.O. The product is [C:24]1([CH3:32])[CH:29]=[CH:28][C:27]([C:4](=[O:22])/[CH:5]=[C:6](/[C:8]2[CH:9]=[CH:10][C:11]([O:14][CH2:15][CH2:16][CH2:17][C:18]([F:19])([F:20])[F:21])=[CH:12][CH:13]=2)\[CH3:7])=[CH:26][CH:25]=1. The yield is 0.760.